This data is from Catalyst prediction with 721,799 reactions and 888 catalyst types from USPTO. The task is: Predict which catalyst facilitates the given reaction. (1) Reactant: [CH3:1][C:2]1[C:3]([C:11]2[S:15][C:14]([C:16]([OH:18])=O)=[CH:13][CH:12]=2)=[N:4][O:5][C:6]=1[C:7]([F:10])([F:9])[F:8].[NH2:19][C:20]1[CH:25]=[CH:24][N:23]=[CH:22][C:21]=1[Cl:26].C1COCC1.C(N(CC)CC)C. Product: [Cl:26][C:21]1[CH:22]=[N:23][CH:24]=[CH:25][C:20]=1[NH:19][C:16]([C:14]1[S:15][C:11]([C:3]2[C:2]([CH3:1])=[C:6]([C:7]([F:8])([F:9])[F:10])[O:5][N:4]=2)=[CH:12][CH:13]=1)=[O:18]. The catalyst class is: 17. (2) Reactant: [Br:1][C:2]1[C:15]([F:16])=[CH:14][C:13]2[CH:12]3[CH2:17][CH:10]([CH2:11]3)[N:9]3[C:5](=[N:6][C:7]([C:20]([O:22]C)=[O:21])=[C:8]3[CH:18]=[O:19])[C:4]=2[CH:3]=1.[Li+].[OH-]. Product: [Br:1][C:2]1[C:15]([F:16])=[CH:14][C:13]2[CH:12]3[CH2:11][CH:10]([CH2:17]3)[N:9]3[C:5](=[N:6][C:7]([C:20]([OH:22])=[O:21])=[C:8]3[CH:18]=[O:19])[C:4]=2[CH:3]=1. The catalyst class is: 72. (3) Reactant: [CH3:1][S:2]([O:5][C@@H:6]1[C@H:11]2[N:12]=[C:13]([N:15](C(OC(C)(C)C)=O)[CH2:16][CH3:17])[S:14][C@H:10]2[O:9][C@@H:8]2[CH2:25][O:26]C(C3C=CC=CC=3)[O:28][C@@H:7]12)(=[O:4])=[O:3].FC(F)(F)C(O)=O.CO.C(Cl)Cl. Product: [CH3:1][S:2]([O:5][C@@H:6]1[C@H:11]2[N:12]=[C:13]([NH:15][CH2:16][CH3:17])[S:14][C@H:10]2[O:9][C@H:8]([CH2:25][OH:26])[C@H:7]1[OH:28])(=[O:3])=[O:4]. The catalyst class is: 2. (4) Reactant: Cl[C:2]1[N:7]=[C:6]([N:8]2[CH2:13][CH2:12][CH:11]([OH:14])[CH2:10][CH2:9]2)[CH:5]=[CH:4][N:3]=1.[CH3:15][O:16][C:17]1[CH:18]=[C:19]([NH2:29])[CH:20]=[CH:21][C:22]=1[N:23]1[CH:27]=[C:26]([CH3:28])[N:25]=[CH:24]1. Product: [CH3:15][O:16][C:17]1[CH:18]=[C:19]([NH:29][C:2]2[N:7]=[C:6]([N:8]3[CH2:13][CH2:12][CH:11]([OH:14])[CH2:10][CH2:9]3)[CH:5]=[CH:4][N:3]=2)[CH:20]=[CH:21][C:22]=1[N:23]1[CH:27]=[C:26]([CH3:28])[N:25]=[CH:24]1. The catalyst class is: 98. (5) Reactant: [CH3:1][O:2][C:3]1[C:4]([S:15](F)(=[O:17])=[O:16])=[CH:5][C:6]2[CH2:12][CH2:11][N:10]([CH3:13])[CH2:9][CH2:8][C:7]=2[CH:14]=1.O1CCCC1.[F:24][C:25]1[CH:30]=[CH:29][C:28]([Mg]Br)=[CH:27][CH:26]=1.O.O.O.O.C(C(C(C([O-])=O)O)O)([O-])=O.[K+].[Na+]. Product: [F:24][C:25]1[CH:30]=[CH:29][C:28]([S:15]([C:4]2[C:3]([O:2][CH3:1])=[CH:14][C:7]3[CH2:8][CH2:9][N:10]([CH3:13])[CH2:11][CH2:12][C:6]=3[CH:5]=2)(=[O:17])=[O:16])=[CH:27][CH:26]=1. The catalyst class is: 581. (6) Reactant: [CH:1]1([C:4]([CH:6]([N:14]2[CH2:19][CH2:18][C:17]3[S:20][C:21](=[O:23])[CH2:22][C:16]=3[CH2:15]2)[C:7]2[CH:12]=[CH:11][CH:10]=[CH:9][C:8]=2[F:13])=[O:5])[CH2:3][CH2:2]1.CN(C=O)C.C(N(CC)CC)C.[C:36](OC(=O)C)(=[O:38])[CH3:37]. Product: [C:36]([O:23][C:21]1[S:20][C:17]2[CH2:18][CH2:19][N:14]([CH:6]([C:4]([CH:1]3[CH2:2][CH2:3]3)=[O:5])[C:7]3[CH:12]=[CH:11][CH:10]=[CH:9][C:8]=3[F:13])[CH2:15][C:16]=2[CH:22]=1)(=[O:38])[CH3:37]. The catalyst class is: 69. (7) Reactant: [CH3:1][C:2]1[C:11]2[C:6](=[CH:7][C:8]([O:12][CH2:13][C:14]([OH:16])=O)=[CH:9][CH:10]=2)[O:5][C:4](=[O:17])[CH:3]=1.Cl.C(N=C=NCCCN(C)C)C.ON1C2C=CC=CC=2N=N1.CCN(C(C)C)C(C)C.[NH2:49][CH2:50][CH2:51][CH2:52][CH2:53][O:54][NH:55][C:56]([O:58][C:59]([CH3:62])([CH3:61])[CH3:60])=[O:57]. Product: [C:59]([O:58][C:56]([NH:55][O:54][CH2:53][CH2:52][CH2:51][CH2:50][NH:49][C:14](=[O:16])[CH2:13][O:12][C:8]1[CH:7]=[C:6]2[C:11]([C:2]([CH3:1])=[CH:3][C:4](=[O:17])[O:5]2)=[CH:10][CH:9]=1)=[O:57])([CH3:62])([CH3:61])[CH3:60]. The catalyst class is: 31. (8) The catalyst class is: 5. Product: [C:1]([O:5][C:6]([N:8]1[CH2:13][CH2:12][C:11]2([CH2:14][CH2:15][CH:16]([OH:19])[CH2:17][CH2:18]2)[CH2:10][CH2:9]1)=[O:7])([CH3:4])([CH3:2])[CH3:3]. Reactant: [C:1]([O:5][C:6]([N:8]1[CH2:13][CH2:12][C:11]2([CH2:18][CH2:17][C:16](=[O:19])[CH2:15][CH2:14]2)[CH2:10][CH2:9]1)=[O:7])([CH3:4])([CH3:3])[CH3:2].O.O.O.O.O.O.O.[Cl-].[Ce+3].[Cl-].[Cl-].[BH4-].[Na+].O. (9) Reactant: [N+:1]([C:4]1[CH:9]=[CH:8][C:7]([N:10]2[C:15](=[O:16])[C:14]([C:17]#[N:18])=[C:13]([CH3:19])[C:12]([C:20]([O:22][CH2:23][CH3:24])=[O:21])=[N:11]2)=[CH:6][CH:5]=1)([O-])=O. Product: [NH2:1][C:4]1[CH:9]=[CH:8][C:7]([N:10]2[C:15](=[O:16])[C:14]([C:17]#[N:18])=[C:13]([CH3:19])[C:12]([C:20]([O:22][CH2:23][CH3:24])=[O:21])=[N:11]2)=[CH:6][CH:5]=1. The catalyst class is: 180. (10) Reactant: C(OC([NH:11][C@@H:12]([CH3:30])[CH:13]([O:22][Si:23]([C:26]([CH3:29])([CH3:28])[CH3:27])([CH3:25])[CH3:24])[C:14]([CH3:21])([CH3:20])[C:15](OCC)=[O:16])=O)C1C=CC=CC=1. Product: [Si:23]([O:22][C@@H:13]1[C@H:12]([CH3:30])[NH:11][C:15](=[O:16])[C:14]1([CH3:21])[CH3:20])([C:26]([CH3:29])([CH3:28])[CH3:27])([CH3:25])[CH3:24].[Si:23]([O:22][C@H:13]1[C@H:12]([CH3:30])[NH:11][C:15](=[O:16])[C:14]1([CH3:21])[CH3:20])([C:26]([CH3:29])([CH3:28])[CH3:27])([CH3:25])[CH3:24]. The catalyst class is: 129.